This data is from Full USPTO retrosynthesis dataset with 1.9M reactions from patents (1976-2016). The task is: Predict the reactants needed to synthesize the given product. (1) Given the product [CH3:29][N:2]([CH3:1])[C:3]1[CH:4]=[CH:5][C:6]([S:9]([N:12]2[CH:16]=[CH:15][C:14](/[CH:17]=[CH:18]/[C:19]([NH:21][OH:22])=[O:20])=[CH:13]2)(=[O:10])=[O:11])=[CH:7][CH:8]=1, predict the reactants needed to synthesize it. The reactants are: [CH3:1][N:2]([CH3:29])[C:3]1[CH:8]=[CH:7][C:6]([S:9]([N:12]2[CH:16]=[CH:15][C:14](/[CH:17]=[CH:18]/[C:19]([NH:21][O:22]C3CCCCO3)=[O:20])=[CH:13]2)(=[O:11])=[O:10])=[CH:5][CH:4]=1. (2) Given the product [OH:11][CH2:9][C:8]([C:3]1[CH:4]=[CH:5][CH:6]=[CH:7][CH:2]=1)=[O:10], predict the reactants needed to synthesize it. The reactants are: O[C:2]1[CH:7]=[CH:6][CH:5]=[CH:4][C:3]=1[C:8](=[O:10])[CH3:9].[OH2:11]. (3) Given the product [NH2:15][C:11]1[CH:12]=[C:13]2[C:8](=[CH:9][CH:10]=1)[C:7](=[O:18])[N:6]([CH2:5][C:4]1[CH:19]=[CH:20][C:21]([O:23][CH3:24])=[CH:22][C:3]=1[O:2][CH3:1])[CH2:14]2, predict the reactants needed to synthesize it. The reactants are: [CH3:1][O:2][C:3]1[CH:22]=[C:21]([O:23][CH3:24])[CH:20]=[CH:19][C:4]=1[CH2:5][N:6]1[CH2:14][C:13]2[C:8](=[CH:9][CH:10]=[C:11]([N+:15]([O-])=O)[CH:12]=2)[C:7]1=[O:18].BrCC1C=C([N+]([O-])=O)C=CC=1C(OC)=O.COC1C=C(OC)C=CC=1CN.C(N(CC)CC)C. (4) Given the product [Cl:20][C:21]1[CH:22]=[C:23]([NH:31][C:32](=[O:33])[NH:1][C:2]2[CH:3]=[CH:4][C:5]([C:8]3[C:16]4[C:11](=[CH:12][N:13]=[CH:14][CH:15]=4)[NH:10][C:9]=3[C:17]([NH2:19])=[O:18])=[CH:6][CH:7]=2)[CH:24]=[CH:25][C:26]=1[O:27][CH:28]([F:30])[F:29], predict the reactants needed to synthesize it. The reactants are: [NH2:1][C:2]1[CH:7]=[CH:6][C:5]([C:8]2[C:16]3[C:11](=[CH:12][N:13]=[CH:14][CH:15]=3)[NH:10][C:9]=2[C:17]([NH2:19])=[O:18])=[CH:4][CH:3]=1.[Cl:20][C:21]1[CH:22]=[C:23]([N:31]=[C:32]=[O:33])[CH:24]=[CH:25][C:26]=1[O:27][CH:28]([F:30])[F:29]. (5) Given the product [CH3:6][C:5]1[S:7][C:2]([C:1]([C:36]2[NH:35][CH:39]=[CH:38][CH:37]=2)=[O:47])=[CH:3][N:4]=1, predict the reactants needed to synthesize it. The reactants are: [CH:1]1[CH:6]=[C:5]([S:7][S:7][C:5]2[N:4]=[CH:3][CH:2]=[CH:1][CH:6]=2)[N:4]=[CH:3][CH:2]=1.C1C=CC(P(C2C=CC=CC=2)C2C=CC=CC=2)=CC=1.[Br-].[NH:35]1[CH:39]=[CH:38][CH:37]=[CH:36]1.C[Mg]Br.[NH4+].[Cl-].CC[O:47]CC. (6) The reactants are: [C:1]([O:5][C:6]([N:8]1[CH2:13][CH2:12][C:11](=O)[CH:10]([CH3:15])[CH2:9]1)=[O:7])([CH3:4])([CH3:3])[CH3:2].[NH2:16][C:17]1[CH:24]=[CH:23][CH:22]=[CH:21][C:18]=1[CH2:19][OH:20]. Given the product [OH:20][CH2:19][C:18]1[CH:21]=[CH:22][CH:23]=[CH:24][C:17]=1[NH:16][CH:11]1[CH2:12][CH2:13][N:8]([C:6]([O:5][C:1]([CH3:4])([CH3:3])[CH3:2])=[O:7])[CH2:9][CH:10]1[CH3:15], predict the reactants needed to synthesize it. (7) Given the product [CH:24]1([C@H:12]2[C@H:11]([CH3:27])[C@@H:10]([NH:9][C:2]3[CH:7]=[CH:6][CH:5]=[C:4]([CH3:8])[N:3]=3)[C:19]3[C:14](=[CH:15][C:16]([F:20])=[CH:17][CH:18]=3)[N:13]2[C:21](=[O:23])[CH3:22])[CH2:26][CH2:25]1, predict the reactants needed to synthesize it. The reactants are: Br[C:2]1[CH:7]=[CH:6][CH:5]=[C:4]([CH3:8])[N:3]=1.[NH2:9][C@H:10]1[C:19]2[C:14](=[CH:15][C:16]([F:20])=[CH:17][CH:18]=2)[N:13]([C:21](=[O:23])[CH3:22])[C@@H:12]([CH:24]2[CH2:26][CH2:25]2)[C@@H:11]1[CH3:27].CN(C1C(C2C(P(C3CCCCC3)C3CCCCC3)=CC=CC=2)=CC=CC=1)C.CC(C)([O-])C.[Na+]. (8) Given the product [CH2:39]([O:38][C:36]([N:18]1[CH2:17][C@@H:16]([CH2:15][N:8]([C:5]2[CH:4]=[CH:3][C:2]([Cl:1])=[CH:7][CH:6]=2)[C:9]2[CH:14]=[CH:13][CH:12]=[CH:11][CH:10]=2)[C@@H:20]([CH2:21][C:22]2[CH:27]=[CH:26][CH:25]=[CH:24][CH:23]=2)[CH2:19]1)=[O:37])[CH3:40], predict the reactants needed to synthesize it. The reactants are: [Cl:1][C:2]1[CH:7]=[CH:6][C:5]([N:8]([CH2:15][C@H:16]2[C@@H:20]([CH2:21][C:22]3[CH:27]=[CH:26][CH:25]=[CH:24][CH:23]=3)[CH2:19][N:18](CC3C=CC=CC=3)[CH2:17]2)[C:9]2[CH:14]=[CH:13][CH:12]=[CH:11][CH:10]=2)=[CH:4][CH:3]=1.Cl[C:36]([O:38][CH2:39][CH3:40])=[O:37].